Regression. Given a peptide amino acid sequence and an MHC pseudo amino acid sequence, predict their binding affinity value. This is MHC class I binding data. From a dataset of Peptide-MHC class I binding affinity with 185,985 pairs from IEDB/IMGT. The peptide sequence is FVAAFDHFY. The MHC is HLA-B08:02 with pseudo-sequence HLA-B08:02. The binding affinity (normalized) is 0.0847.